Predict the reactants needed to synthesize the given product. From a dataset of Full USPTO retrosynthesis dataset with 1.9M reactions from patents (1976-2016). (1) Given the product [ClH:39].[NH2:23][C@@H:19]1[CH2:20][CH2:21][CH2:22][N:17]([C:3]2[C:2]([Br:1])=[CH:7][N:6]=[C:5]3[NH:8][CH:9]=[C:10]([NH:11][C:12](=[O:16])[C@@H:13]([OH:15])[CH3:14])[C:4]=23)[CH2:18]1, predict the reactants needed to synthesize it. The reactants are: [Br:1][C:2]1[C:3]([N:17]2[CH2:22][CH2:21][CH2:20][C@@H:19]([NH:23]C(=O)OC(C)(C)C)[CH2:18]2)=[C:4]2[C:10]([NH:11][C:12](=[O:16])[C@@H:13]([OH:15])[CH3:14])=[CH:9][NH:8][C:5]2=[N:6][CH:7]=1.C(O)(C(F)(F)F)=O.C(Cl)[Cl:39]. (2) Given the product [Br:24][CH2:25][C:26]([C:16]1[CH:17]=[C:18]2[C:13](=[CH:14][CH:15]=1)[N:12]([CH3:19])[C:11]1[N:20]([CH3:23])[C:21](=[O:22])[C:8]([C:5]3[CH:4]=[CH:3][C:2]([Cl:1])=[CH:7][CH:6]=3)=[CH:9][C:10]2=1)=[O:27], predict the reactants needed to synthesize it. The reactants are: [Cl:1][C:2]1[CH:7]=[CH:6][C:5]([C:8]2[C:21](=[O:22])[N:20]([CH3:23])[C:11]3[N:12]([CH3:19])[C:13]4[C:18]([C:10]=3[CH:9]=2)=[CH:17][CH:16]=[CH:15][CH:14]=4)=[CH:4][CH:3]=1.[Br:24][CH2:25][C:26](Cl)=[O:27]. (3) The reactants are: [N:1]1[C:2]([CH2:10][OH:11])=[CH:3][N:4]2[CH:9]=[CH:8][CH:7]=[CH:6][C:5]=12.[H-].[Na+].Cl[C:15]1[CH:20]=[CH:19][N+:18]([O-:21])=[CH:17][CH:16]=1.[NH4+].[OH-]. Given the product [N:1]1[C:2]([CH2:10][O:11][C:15]2[CH:20]=[CH:19][N+:18]([O-:21])=[CH:17][CH:16]=2)=[CH:3][N:4]2[CH:9]=[CH:8][CH:7]=[CH:6][C:5]=12, predict the reactants needed to synthesize it. (4) Given the product [C:28]([NH:31][C:24]([C:21]1[C:19]2=[N:20][C:15]([C:4]3[C:5]4[C:10](=[CH:9][C:8]([C:11]([F:13])([F:12])[F:14])=[CH:7][CH:6]=4)[N:2]([CH3:1])[N:3]=3)=[CH:16][N:17]=[C:18]2[NH:23][CH:22]=1)=[O:25])([CH3:30])([CH3:29])[CH3:27], predict the reactants needed to synthesize it. The reactants are: [CH3:1][N:2]1[C:10]2[C:5](=[CH:6][CH:7]=[C:8]([C:11]([F:14])([F:13])[F:12])[CH:9]=2)[C:4]([C:15]2[N:20]=[C:19]3[C:21]([C:24](O)=[O:25])=[CH:22][NH:23][C:18]3=[N:17][CH:16]=2)=[N:3]1.[CH3:27][C:28]([NH2:31])([CH3:30])[CH3:29].CCN=C=NCCCN(C)C.C1C=CC2N(O)N=NC=2C=1.CCN(C(C)C)C(C)C. (5) Given the product [I:20][C:6]1[N:5]=[C:4]([CH:1]([CH3:3])[CH3:2])[N:8]2[CH:9]=[CH:10][N:11]=[CH:12][C:7]=12, predict the reactants needed to synthesize it. The reactants are: [CH:1]([C:4]1[N:8]2[CH:9]=[CH:10][N:11]=[CH:12][C:7]2=[CH:6][N:5]=1)([CH3:3])[CH3:2].C1C(=O)N([I:20])C(=O)C1. (6) Given the product [F:1][C:2]1[CH:3]=[C:4]([C:11]([CH3:22])([CH3:21])[CH2:12][C:13]([OH:20])([C:16]([F:17])([F:18])[F:19])[CH2:14][NH:23][C:24]2[CH:33]=[CH:32][CH:31]=[C:30]3[C:25]=2[CH:26]=[CH:27][C:28](=[O:34])[NH:29]3)[C:5]2[O:9][CH2:8][CH2:7][C:6]=2[CH:10]=1, predict the reactants needed to synthesize it. The reactants are: [F:1][C:2]1[CH:3]=[C:4]([C:11]([CH3:22])([CH3:21])[CH2:12][C:13]([OH:20])([C:16]([F:19])([F:18])[F:17])[CH:14]=O)[C:5]2[O:9][CH2:8][CH2:7][C:6]=2[CH:10]=1.[NH2:23][C:24]1[CH:33]=[CH:32][CH:31]=[C:30]2[C:25]=1[CH:26]=[CH:27][C:28](=[O:34])[NH:29]2.C([BH3-])#N.[Na+]. (7) Given the product [CH3:1][O:2][C:3](=[O:38])[CH2:4][N:5]([S:27](=[O:37])(=[O:36])[NH2:28])[C:6]1[CH:11]=[C:10]([O:12][C:13]2[CH:14]=[CH:15][CH:16]=[CH:17][CH:18]=2)[CH:9]=[CH:8][C:7]=1[O:19][CH2:20][C:21]1[CH:22]=[CH:23][CH:24]=[CH:25][CH:26]=1, predict the reactants needed to synthesize it. The reactants are: [CH3:1][O:2][C:3](=[O:38])[CH2:4][N:5]([S:27](=[O:37])(=[O:36])[NH:28]C(OC(C)(C)C)=O)[C:6]1[CH:11]=[C:10]([O:12][C:13]2[CH:18]=[CH:17][CH:16]=[CH:15][CH:14]=2)[CH:9]=[CH:8][C:7]=1[O:19][CH2:20][C:21]1[CH:26]=[CH:25][CH:24]=[CH:23][CH:22]=1.